This data is from Forward reaction prediction with 1.9M reactions from USPTO patents (1976-2016). The task is: Predict the product of the given reaction. (1) Given the reactants [CH3:1][O:2][C:3]1[C:8]([CH:9]=[CH2:10])=[C:7]([CH3:11])[CH:6]=[C:5]([CH3:12])[N:4]=1, predict the reaction product. The product is: [CH2:9]([C:8]1[C:3]([O:2][CH3:1])=[N:4][C:5]([CH3:12])=[CH:6][C:7]=1[CH3:11])[CH3:10]. (2) The product is: [CH2:33]([O:32][C:30]([N:3]([CH2:4][C:5]1[CH:10]=[C:9]([C:11]([F:13])([F:14])[F:12])[CH:8]=[CH:7][C:6]=1[C:15]1[C:20]([O:21][CH3:22])=[CH:19][CH:18]=[C:17]([C:23]([F:27])([F:28])[C:24]([OH:26])=[O:25])[CH:16]=1)[CH2:1][CH3:2])=[O:31])[C:34]1[CH:39]=[CH:38][CH:37]=[CH:36][CH:35]=1. Given the reactants [CH2:1]([NH:3][CH2:4][C:5]1[CH:10]=[C:9]([C:11]([F:14])([F:13])[F:12])[CH:8]=[CH:7][C:6]=1[C:15]1[C:20]([O:21][CH3:22])=[CH:19][CH:18]=[C:17]([C:23]([F:28])([F:27])[C:24]([OH:26])=[O:25])[CH:16]=1)[CH3:2].Cl[C:30]([O:32][CH2:33][C:34]1[CH:39]=[CH:38][CH:37]=[CH:36][CH:35]=1)=[O:31], predict the reaction product. (3) Given the reactants [C:1]([Si:5]([CH3:30])([CH3:29])[O:6][C@@H:7]1[CH2:12][CH2:11][C@H:10]([N:13]2[CH2:17][CH2:16][CH:15]([CH2:18][C:19]3[C:24]([Cl:25])=[CH:23][C:22]([OH:26])=[CH:21][C:20]=3[Cl:27])[C:14]2=[O:28])[CH2:9][CH2:8]1)([CH3:4])([CH3:3])[CH3:2].[F:31][C:32]([F:45])([F:44])[S:33](O[S:33]([C:32]([F:45])([F:44])[F:31])(=[O:35])=[O:34])(=[O:35])=[O:34], predict the reaction product. The product is: [C:1]([Si:5]([CH3:30])([CH3:29])[O:6][C@@H:7]1[CH2:12][CH2:11][C@H:10]([N:13]2[CH2:17][CH2:16][CH:15]([CH2:18][C:19]3[C:20]([Cl:27])=[CH:21][C:22]([O:26][S:33]([C:32]([F:45])([F:44])[F:31])(=[O:35])=[O:34])=[CH:23][C:24]=3[Cl:25])[C:14]2=[O:28])[CH2:9][CH2:8]1)([CH3:2])([CH3:4])[CH3:3]. (4) Given the reactants [CH3:1][I:2].[C:3]([Si:7]([CH3:23])([CH3:22])[O:8][CH:9]1[CH2:14][CH2:13][N:12]([C:15]([N:17]2[CH:21]=[CH:20][N:19]=[CH:18]2)=[O:16])[CH2:11][CH2:10]1)([CH3:6])([CH3:5])[CH3:4], predict the reaction product. The product is: [I-:2].[C:3]([Si:7]([CH3:23])([CH3:22])[O:8][CH:9]1[CH2:10][CH2:11][N:12]([C:15]([N:17]2[CH:21]=[CH:20][N+:19]([CH3:1])=[CH:18]2)=[O:16])[CH2:13][CH2:14]1)([CH3:6])([CH3:5])[CH3:4].